This data is from Full USPTO retrosynthesis dataset with 1.9M reactions from patents (1976-2016). The task is: Predict the reactants needed to synthesize the given product. (1) Given the product [Cl:21][CH2:22][C:23]([NH:2][CH2:3][C@@H:4]([NH:6][C:7](=[O:13])[O:8][C:9]([CH3:12])([CH3:11])[CH3:10])[CH3:5])=[O:24], predict the reactants needed to synthesize it. The reactants are: Cl.[NH2:2][CH2:3][C@@H:4]([NH:6][C:7](=[O:13])[O:8][C:9]([CH3:12])([CH3:11])[CH3:10])[CH3:5].C(N(CC)CC)C.[Cl:21][CH2:22][C:23](Cl)=[O:24].O. (2) Given the product [CH3:1][S:2]([O:5][C:6]1[CH:15]=[CH:14][C:13]2[C:8](=[C:9]([NH:16][C:17]([O:19][C:20]([CH3:23])([CH3:22])[CH3:21])=[O:18])[CH:10]=[CH:11][C:12]=2[Br:24])[CH:7]=1)(=[O:4])=[O:3], predict the reactants needed to synthesize it. The reactants are: [CH3:1][S:2]([O:5][C:6]1[CH:15]=[CH:14][C:13]2[C:8](=[C:9]([NH:16][C:17]([O:19][C:20]([CH3:23])([CH3:22])[CH3:21])=[O:18])[CH:10]=[CH:11][CH:12]=2)[CH:7]=1)(=[O:4])=[O:3].[Br:24]N1C(=O)CCC1=O.O.[OH-].[Na+]. (3) Given the product [Br:1][C:2]1[C:3]([Cl:9])=[C:4]([NH:5][C:18](=[O:17])[C:19]2[CH:24]=[CH:23][CH:22]=[CH:21][C:20]=2[NH:15][CH3:14])[CH:6]=[CH:7][CH:8]=1, predict the reactants needed to synthesize it. The reactants are: [Br:1][C:2]1[C:3]([Cl:9])=[C:4]([CH:6]=[CH:7][CH:8]=1)[NH2:5].C[Al](C)C.[CH3:14][N:15]1[C:20]2[CH:21]=[CH:22][CH:23]=[CH:24][C:19]=2[C:18](=O)[O:17]C1=O.Cl. (4) Given the product [Br:1][C:2]1[CH:7]=[CH:6][CH:5]=[C:4]([C:8]([Cl:18])([CH3:16])[CH2:9][C:10]2[CH:15]=[CH:14][CH:13]=[CH:12][CH:11]=2)[CH:3]=1, predict the reactants needed to synthesize it. The reactants are: [Br:1][C:2]1[CH:3]=[C:4]([C:8](O)([CH3:16])[CH2:9][C:10]2[CH:15]=[CH:14][CH:13]=[CH:12][CH:11]=2)[CH:5]=[CH:6][CH:7]=1.[ClH:18]. (5) The reactants are: F[P-](F)(F)(F)(F)F.[F:8][C:9]1[CH:14]=[CH:13][C:12]([CH2:15][C:16]2[CH:25]=[C:24]3[C:19]([C:20]([OH:38])=[C:21]([C:31]([NH:33][CH2:34][CH2:35][O:36][CH3:37])=[O:32])[C:22](=[O:30])[N:23]3[CH2:26][C:27]([OH:29])=O)=[N:18][CH:17]=2)=[CH:11][CH:10]=1.C(N(CC)CC)C.[CH:46]1([NH2:50])[CH2:49][CH2:48][CH2:47]1. Given the product [CH:46]1([NH:50][C:27](=[O:29])[CH2:26][N:23]2[C:24]3[C:19](=[N:18][CH:17]=[C:16]([CH2:15][C:12]4[CH:13]=[CH:14][C:9]([F:8])=[CH:10][CH:11]=4)[CH:25]=3)[C:20]([OH:38])=[C:21]([C:31]([NH:33][CH2:34][CH2:35][O:36][CH3:37])=[O:32])[C:22]2=[O:30])[CH2:49][CH2:48][CH2:47]1, predict the reactants needed to synthesize it. (6) Given the product [CH3:29][O:30][C:31](=[O:32])[NH:33][CH:34]([C:6]([N:8]1[CH2:12][CH:11]([CH2:13][O:14][CH3:15])[CH2:10][CH:9]1[C:16]1[NH:17][C:18]([C:21]2[CH:22]=[CH:23][C:24]([Br:27])=[CH:25][CH:26]=2)=[CH:19][N:20]=1)=[O:7])[CH:38]([CH3:40])[CH3:39], predict the reactants needed to synthesize it. The reactants are: C(O[C:6]([N:8]1[CH2:12][CH:11]([CH2:13][O:14][CH3:15])[CH2:10][CH:9]1[C:16]1[NH:17][C:18]([C:21]2[CH:26]=[CH:25][C:24]([Br:27])=[CH:23][CH:22]=2)=[CH:19][N:20]=1)=[O:7])(C)(C)C.Cl.[CH3:29][O:30][C:31]([NH:33][CH:34]([CH:38]([CH3:40])[CH3:39])C(O)=O)=[O:32].CN(C(ON1N=NC2C=CC=NC1=2)=[N+](C)C)C.F[P-](F)(F)(F)(F)F.C(N(CC)CC)C.